From a dataset of Catalyst prediction with 721,799 reactions and 888 catalyst types from USPTO. Predict which catalyst facilitates the given reaction. (1) Reactant: [F:1][C:2]1[CH:3]=[C:4]([CH:8]=[CH:9][C:10]=1[C:11]1[C:19]2[C:14](=[CH:15][CH:16]=[C:17]([C:20]3[O:21][C:22]([NH:25][CH:26]([CH3:28])[CH3:27])=[N:23][N:24]=3)[CH:18]=2)[N:13](S(C2C=CC(C)=CC=2)(=O)=O)[CH:12]=1)[C:5]([NH2:7])=[O:6].[OH-].[Na+]. Product: [F:1][C:2]1[CH:3]=[C:4]([CH:8]=[CH:9][C:10]=1[C:11]1[C:19]2[C:14](=[CH:15][CH:16]=[C:17]([C:20]3[O:21][C:22]([NH:25][CH:26]([CH3:28])[CH3:27])=[N:23][N:24]=3)[CH:18]=2)[NH:13][CH:12]=1)[C:5]([NH2:7])=[O:6]. The catalyst class is: 12. (2) Reactant: [NH2:1][C:2]1[NH:3][C:4]([C:12]2[CH:17]=[CH:16][N:15]=[CH:14][CH:13]=2)=[CH:5][C:6]=1[C:7]([O:9]CC)=O.[CH:18]([NH2:20])=O.CN(C)C=O. Product: [N:15]1[CH:14]=[CH:13][C:12]([C:4]2[NH:3][C:2]3[N:1]=[CH:18][N:20]=[C:7]([OH:9])[C:6]=3[CH:5]=2)=[CH:17][CH:16]=1. The catalyst class is: 106.